Dataset: Forward reaction prediction with 1.9M reactions from USPTO patents (1976-2016). Task: Predict the product of the given reaction. (1) Given the reactants [C:1]([O:5][C:6](=[O:16])[NH:7][CH2:8][C:9]1[CH:14]=[CH:13][C:12]([NH2:15])=[CH:11][CH:10]=1)([CH3:4])([CH3:3])[CH3:2].C([N:25]=[C:26]=[S:27])(=O)C1C=CC=CC=1.CO.C(=O)([O-])[O-].[K+].[K+], predict the reaction product. The product is: [C:1]([O:5][C:6](=[O:16])[NH:7][CH2:8][C:9]1[CH:10]=[CH:11][C:12]([NH:15][C:26]([NH2:25])=[S:27])=[CH:13][CH:14]=1)([CH3:4])([CH3:2])[CH3:3]. (2) Given the reactants [CH3:1][O:2][C:3]1[CH:4]=[C:5]([C:9]2[CH:14]=[CH:13][CH:12]=[C:11]([CH:15]=O)[CH:10]=2)[CH:6]=[CH:7][CH:8]=1.[CH2:17]([SH:21])[CH2:18][CH2:19][SH:20].C(=O)(O)[O-].[Na+], predict the reaction product. The product is: [CH3:1][O:2][C:3]1[CH:4]=[C:5]([C:9]2[CH:14]=[CH:13][CH:12]=[C:11]([CH:15]3[S:21][CH2:17][CH2:18][CH2:19][S:20]3)[CH:10]=2)[CH:6]=[CH:7][CH:8]=1. (3) Given the reactants [NH2:1][C:2]1[N:7]=[C:6]([O:8][CH2:9][CH2:10][OH:11])[CH:5]=[CH:4][CH:3]=1.[Si:12]([O:19][C:20]1[CH:27]=[C:26]([F:28])[C:23]([CH:24]=O)=[C:22]([F:29])[CH:21]=1)([C:15]([CH3:18])([CH3:17])[CH3:16])([CH3:14])[CH3:13].[N+:30]([C:32]1[CH:41]=[CH:40][C:35]2[O:36][CH2:37][CH2:38][O:39][C:34]=2[CH:33]=1)#[C-:31], predict the reaction product. The product is: [Si:12]([O:19][C:20]1[CH:27]=[C:26]([F:28])[C:23]([C:24]2[N:1]=[C:2]3[CH:3]=[CH:4][CH:5]=[C:6]([O:8][CH2:9][CH2:10][OH:11])[N:7]3[C:31]=2[NH:30][C:32]2[CH:41]=[CH:40][C:35]3[O:36][CH2:37][CH2:38][O:39][C:34]=3[CH:33]=2)=[C:22]([F:29])[CH:21]=1)([C:15]([CH3:18])([CH3:17])[CH3:16])([CH3:14])[CH3:13]. (4) Given the reactants P(Cl)(Cl)(Cl)=O.[F:6][CH:7]([F:19])[O:8][C:9]1[CH:10]=[C:11]2[C:15](=[CH:16][CH:17]=1)[N:14]([CH3:18])[CH:13]=[CH:12]2.[OH-].[Na+].CN([CH:25]=[O:26])C, predict the reaction product. The product is: [F:19][CH:7]([F:6])[O:8][C:9]1[CH:10]=[C:11]2[C:15](=[CH:16][CH:17]=1)[N:14]([CH3:18])[CH:13]=[C:12]2[CH:25]=[O:26]. (5) Given the reactants [F:1][C:2]([F:7])([F:6])[C:3]([OH:5])=[O:4].C(OC(=O)[NH:14][CH2:15][C:16]1[CH:21]=[CH:20][C:19]([Cl:22])=[CH:18][C:17]=1[CH2:23][NH:24][C:25]([C@@H:27]1[CH2:31][CH2:30][CH2:29][N:28]1[C:32]([C:34]1([OH:44])[C:43]2[N:42]=[CH:41][CH:40]=[CH:39][C:38]=2[CH2:37][CH2:36][CH2:35]1)=[O:33])=[O:26])(C)(C)C, predict the reaction product. The product is: [F:1][C:2]([F:7])([F:6])[C:3]([OH:5])=[O:4].[F:1][C:2]([F:7])([F:6])[C:3]([OH:5])=[O:4].[NH2:14][CH2:15][C:16]1[CH:21]=[CH:20][C:19]([Cl:22])=[CH:18][C:17]=1[CH2:23][NH:24][C:25]([C@@H:27]1[CH2:31][CH2:30][CH2:29][N:28]1[C:32]([C:34]1([OH:44])[C:43]2[N:42]=[CH:41][CH:40]=[CH:39][C:38]=2[CH2:37][CH2:36][CH2:35]1)=[O:33])=[O:26]. (6) The product is: [Cl:41][C:36]1[CH:35]=[C:34]([CH2:33][CH2:32][NH:31][C:26]2[N:25]=[C:24]([C:20]3[CH:21]=[CH:22][CH:23]=[C:18]([CH2:17][N:14]([CH2:15][CH3:16])[CH:11]4[CH2:12][CH2:13][NH:8][CH2:9][CH2:10]4)[CH:19]=3)[CH:29]=[CH:28][N:27]=2)[CH:39]=[CH:38][C:37]=1[OH:40]. Given the reactants C(OC([N:8]1[CH2:13][CH2:12][CH:11]([N:14]([CH2:17][C:18]2[CH:23]=[CH:22][CH:21]=[C:20]([C:24]3[CH:29]=[CH:28][N:27]=[C:26](Cl)[N:25]=3)[CH:19]=2)[CH2:15][CH3:16])[CH2:10][CH2:9]1)=O)(C)(C)C.[NH2:31][CH2:32][CH2:33][C:34]1[CH:39]=[CH:38][C:37]([OH:40])=[C:36]([Cl:41])[CH:35]=1, predict the reaction product. (7) Given the reactants [CH:1]1([N:4]([CH2:28][C:29]2[CH:34]=[C:33]([CH2:35][CH2:36][CH2:37][O:38][CH3:39])[CH:32]=[C:31]([O:40][CH2:41][CH2:42][O:43][CH3:44])[CH:30]=2)[C:5]([C@@H:7]2[C@@:12]([OH:20])([C:13]3[CH:14]=[N:15][C:16]([OH:19])=[CH:17][CH:18]=3)[CH2:11][CH2:10][N:9]([C:21]([O:23][C:24]([CH3:27])([CH3:26])[CH3:25])=[O:22])[CH2:8]2)=[O:6])[CH2:3][CH2:2]1.[OH-].[Na+].[CH3:47]OS(OC)(=O)=O, predict the reaction product. The product is: [CH:1]1([N:4]([CH2:28][C:29]2[CH:34]=[C:33]([CH2:35][CH2:36][CH2:37][O:38][CH3:39])[CH:32]=[C:31]([O:40][CH2:41][CH2:42][O:43][CH3:44])[CH:30]=2)[C:5]([C@@H:7]2[C@@:12]([OH:20])([C:13]3[CH:18]=[CH:17][C:16](=[O:19])[N:15]([CH3:47])[CH:14]=3)[CH2:11][CH2:10][N:9]([C:21]([O:23][C:24]([CH3:25])([CH3:26])[CH3:27])=[O:22])[CH2:8]2)=[O:6])[CH2:3][CH2:2]1.